This data is from CYP3A4 substrate classification data from Carbon-Mangels et al.. The task is: Regression/Classification. Given a drug SMILES string, predict its absorption, distribution, metabolism, or excretion properties. Task type varies by dataset: regression for continuous measurements (e.g., permeability, clearance, half-life) or binary classification for categorical outcomes (e.g., BBB penetration, CYP inhibition). Dataset: cyp3a4_substrate_carbonmangels. (1) The molecule is C[C@@H](C(=O)O)c1ccc(-c2ccccc2)c(F)c1. The result is 0 (non-substrate). (2) The molecule is CC(=O)Nc1nnc(S(N)(=O)=O)s1. The result is 0 (non-substrate). (3) The result is 0 (non-substrate). The drug is CCCN[C@H]1CCc2nc(N)sc2C1. (4) The compound is CC1=C(/C=C\C(C)=C/C=C\C(C)=C/C(=O)O)C(C)(C)CCC1. The result is 1 (substrate). (5) The compound is C[C@H]1CCN(C(=O)[C@H](CCCN=C(N)N)NS(=O)(=O)c2ccc3c(c2)C[C@@H](C)CN3)[C@@H](C(=O)O)C1. The result is 1 (substrate). (6) The compound is COc1cc2c(cc1OC)C(=O)[C@H](CC1CCN(Cc3ccccc3)CC1)C2. The result is 1 (substrate). (7) The drug is Nc1c(Br)cc(Br)cc1CNC1CCC(O)CC1. The result is 1 (substrate). (8) The drug is CCC[C@@]1(CCc2ccccc2)CC(=O)C([C@H](CC)c2cccc(NS(=O)(=O)c3ccc(C(F)(F)F)cn3)c2)=C(O)O1. The result is 1 (substrate).